This data is from Reaction yield outcomes from USPTO patents with 853,638 reactions. The task is: Predict the reaction yield, written as a fraction of the theoretical maximum amount of product (1.0 means a 100% yield; for example, 0.34 means a 34% yield). (1) The reactants are [C:1]1([C:7]2[C:8]3[C:13]([C:14]([C:24]4[CH:29]=[CH:28][CH:27]=[CH:26][CH:25]=4)=[C:15]4[C:20]=2[CH:19]=[C:18](B(O)O)[CH:17]=[CH:16]4)=[CH:12][CH:11]=[CH:10][CH:9]=3)[CH:6]=[CH:5][CH:4]=[CH:3][CH:2]=1.Br[C:31]1[CH:36]=[CH:35][C:34]([Br:37])=[CH:33][CH:32]=1.C(=O)([O-])[O-].[Na+].[Na+]. The catalyst is C1(C)C=CC=CC=1.C(O)C. The product is [Br:37][C:34]1[CH:35]=[CH:36][C:31]([C:11]2[CH:10]=[CH:9][C:8]3[C:13](=[C:14]([C:24]4[CH:29]=[CH:28][CH:27]=[CH:26][CH:25]=4)[C:15]4[C:20]([C:7]=3[C:1]3[CH:2]=[CH:3][CH:4]=[CH:5][CH:6]=3)=[CH:19][CH:18]=[CH:17][CH:16]=4)[CH:12]=2)=[CH:32][CH:33]=1. The yield is 0.515. (2) The reactants are [F:1][C:2]1[C:7]([CH3:8])=[CH:6][CH:5]=[C:4]([F:9])[C:3]=1[C:10]1[N:15]=[C:14]([C:16]([O:18]C)=[O:17])[CH:13]=[CH:12][CH:11]=1.[OH-].[Na+]. The catalyst is C1COCC1.C(OCC)(=O)C. The product is [F:1][C:2]1[C:7]([CH3:8])=[CH:6][CH:5]=[C:4]([F:9])[C:3]=1[C:10]1[N:15]=[C:14]([C:16]([OH:18])=[O:17])[CH:13]=[CH:12][CH:11]=1. The yield is 0.850. (3) The reactants are C([O:5][C:6](=[O:54])[C@@H:7]([NH:13][C:14](=[O:53])[CH2:15][CH2:16][CH:17]([C:46]([O:48][C:49]([CH3:52])([CH3:51])[CH3:50])=[O:47])[NH:18][C:19](=[O:45])[CH2:20][CH2:21][CH2:22][CH2:23][CH2:24][CH2:25][CH2:26][CH2:27][CH2:28][CH2:29][CH2:30][CH2:31][CH2:32][CH2:33][CH2:34][CH2:35][CH2:36][CH2:37][C:38]([O:40][C:41]([CH3:44])([CH3:43])[CH3:42])=[O:39])[CH2:8][CH2:9][C:10]([OH:12])=[O:11])(C)(C)C.[B-](F)(F)(F)F.CN(C(O[N:68]1[C:73](=[O:74])[CH2:72][CH2:71][C:69]1=[O:70])=[N+](C)C)C.CCN([CH:81]([CH3:83])[CH3:82])C(C)C.[C:84](#N)C. No catalyst specified. The product is [O:70]=[C:69]1[CH2:71][CH2:72][C:73](=[O:74])[N:68]1[O:5][C:6](=[O:54])[C@@H:7]([NH:13][C:14](=[O:53])[CH2:15][CH2:16][CH:17]([C:46]([O:48][C:49]([CH3:52])([CH3:51])[CH3:50])=[O:47])[NH:18][C:19](=[O:45])[CH2:20][CH2:21][CH2:22][CH2:23][CH2:24][CH2:25][CH2:26][CH2:27][CH2:28][CH2:29][CH2:30][CH2:31][CH2:32][CH2:33][CH2:34][CH2:35][CH2:36][CH2:37][C:38]([O:40][C:41]([CH3:42])([CH3:43])[CH3:44])=[O:39])[CH2:8][CH2:9][C:10]([O:12][C:81]([CH3:83])([CH3:84])[CH3:82])=[O:11]. The yield is 0.540. (4) The reactants are Br[CH2:2][CH2:3][O:4][C:5]1[C:10]([O:11][CH2:12][CH2:13][CH:14]([C:16]2[CH:21]=[CH:20][C:19]([F:22])=[CH:18][CH:17]=2)[CH3:15])=[C:9]([O:23][CH3:24])[C:8]([Cl:25])=[C:7]([CH3:26])[C:6]=1[C:27](=[O:29])[CH3:28].Cl.[F:31][C:32]1([F:36])[CH2:35][NH:34][CH2:33]1. No catalyst specified. The product is [Cl:25][C:8]1[C:7]([CH3:26])=[C:6]([C:27](=[O:29])[CH3:28])[C:5]([O:4][CH2:3][CH2:2][N:34]2[CH2:35][C:32]([F:36])([F:31])[CH2:33]2)=[C:10]([O:11][CH2:12][CH2:13][CH:14]([C:16]2[CH:21]=[CH:20][C:19]([F:22])=[CH:18][CH:17]=2)[CH3:15])[C:9]=1[O:23][CH3:24]. The yield is 0.370. (5) The reactants are Br[C:2]1[CH:3]=[C:4]2[C:8](=[C:9]([C:11]([NH2:13])=[O:12])[CH:10]=1)[NH:7][CH:6]=[C:5]2[CH:14]1[CH2:18][CH2:17][S:16](=[O:20])(=[O:19])[CH2:15]1.[O:21]1[CH:25]=[CH:24][C:23](B(O)O)=[CH:22]1.C(=O)([O-])[O-].[K+].[K+]. The catalyst is O1CCOCC1.O.C1C=CC(P(C2C=CC=CC=2)[C-]2C=CC=C2)=CC=1.C1C=CC(P(C2C=CC=CC=2)[C-]2C=CC=C2)=CC=1.Cl[Pd]Cl.[Fe+2]. The product is [O:19]=[S:16]1(=[O:20])[CH2:17][CH2:18][CH:14]([C:5]2[C:4]3[C:8](=[C:9]([C:11]([NH2:13])=[O:12])[CH:10]=[C:2]([C:23]4[CH:24]=[CH:25][O:21][CH:22]=4)[CH:3]=3)[NH:7][CH:6]=2)[CH2:15]1. The yield is 0.360. (6) The reactants are [CH:1]([C:4]1[C:5]2[CH:6]=[C:7]([CH3:28])[C:8]([NH:16][C:17]3[CH:27]=[CH:26][C:20]([C:21]([O:23][CH2:24][CH3:25])=[O:22])=[CH:19][CH:18]=3)=[CH:9][C:10]=2[C:11]([CH3:15])([CH3:14])[CH2:12][CH:13]=1)([CH3:3])[CH3:2].[CH2:29]=O. No catalyst specified. The product is [CH3:29][N:16]([C:8]1[C:7]([CH3:28])=[CH:6][C:5]2[C:4]([CH:1]([CH3:3])[CH3:2])=[CH:13][CH2:12][C:11]([CH3:14])([CH3:15])[C:10]=2[CH:9]=1)[C:17]1[CH:18]=[CH:19][C:20]([C:21]([O:23][CH2:24][CH3:25])=[O:22])=[CH:26][CH:27]=1. The yield is 1.00.